Dataset: Full USPTO retrosynthesis dataset with 1.9M reactions from patents (1976-2016). Task: Predict the reactants needed to synthesize the given product. (1) Given the product [Cl:1][C:2]1[CH:3]=[CH:4][C:5]2[NH:18][CH:19]([CH3:20])[N:9]3[C:10]4[CH:11]=[CH:12][CH:13]=[C:14]([F:17])[C:15]=4[CH:16]=[C:8]3[C:6]=2[N:7]=1, predict the reactants needed to synthesize it. The reactants are: [Cl:1][C:2]1[N:7]=[C:6]([C:8]2[NH:9][C:10]3[C:15]([CH:16]=2)=[C:14]([F:17])[CH:13]=[CH:12][CH:11]=3)[C:5]([NH2:18])=[CH:4][CH:3]=1.[CH:19](=O)[CH3:20].C([O-])(O)=O.[Na+].CC(=O)OCC. (2) Given the product [Br:18][C:19]1[CH:24]=[CH:23][C:22]([CH2:25][N:15]2[CH2:16][CH2:17][CH:12]([NH:11][C:9](=[O:10])[CH2:8][C:5]3[CH:6]=[CH:7][C:2]([F:1])=[CH:3][CH:4]=3)[CH2:13][CH2:14]2)=[CH:21][CH:20]=1, predict the reactants needed to synthesize it. The reactants are: [F:1][C:2]1[CH:7]=[CH:6][C:5]([CH2:8][C:9]([NH:11][CH:12]2[CH2:17][CH2:16][NH:15][CH2:14][CH2:13]2)=[O:10])=[CH:4][CH:3]=1.[Br:18][C:19]1[CH:24]=[CH:23][C:22]([CH2:25]Br)=[CH:21][CH:20]=1.C(=O)([O-])[O-].[K+].[K+].O. (3) Given the product [CH:1]1([CH2:7][C@@H:8]([C:38]([OH:40])=[O:39])[NH:9][C:10]([C:12]2[S:13][C:14]([C:30]3[CH:31]=[CH:32][C:33]([O:36][CH3:37])=[CH:34][CH:35]=3)=[CH:15][C:16]=2[NH:17][C:18]([NH:20][C:21]2[C:26]([CH3:27])=[CH:25][C:24]([CH3:28])=[CH:23][C:22]=2[CH3:29])=[O:19])=[O:11])[CH2:6][CH2:5][CH2:4][CH2:3][CH2:2]1, predict the reactants needed to synthesize it. The reactants are: [CH:1]1([CH2:7][C@@H:8]([C:38]([O:40]C)=[O:39])[NH:9][C:10]([C:12]2[S:13][C:14]([C:30]3[CH:35]=[CH:34][C:33]([O:36][CH3:37])=[CH:32][CH:31]=3)=[CH:15][C:16]=2[NH:17][C:18]([NH:20][C:21]2[C:26]([CH3:27])=[CH:25][C:24]([CH3:28])=[CH:23][C:22]=2[CH3:29])=[O:19])=[O:11])[CH2:6][CH2:5][CH2:4][CH2:3][CH2:2]1.[OH-].[Li+]. (4) Given the product [NH2:29][C:27]1[CH:26]=[CH:25][C:3]([O:4][C:5]2[N:10]=[CH:9][N:8]=[C:7]([NH:11][C:12]([N:14]3[CH2:15][CH2:16][N:17]([CH:20]4[CH2:23][N:22]([CH3:24])[CH2:21]4)[CH2:18][CH2:19]3)=[O:13])[CH:6]=2)=[C:2]([F:1])[CH:28]=1, predict the reactants needed to synthesize it. The reactants are: [F:1][C:2]1[CH:28]=[C:27]([N+:29]([O-])=O)[CH:26]=[CH:25][C:3]=1[O:4][C:5]1[N:10]=[CH:9][N:8]=[C:7]([NH:11][C:12]([N:14]2[CH2:19][CH2:18][N:17]([CH:20]3[CH2:23][N:22]([CH3:24])[CH2:21]3)[CH2:16][CH2:15]2)=[O:13])[CH:6]=1. (5) Given the product [Cl:1][C:2]1[CH:3]=[CH:4][C:5]([C:8]2[C:9]([O:17][C@@H:18]([CH3:23])[C:19]([F:20])([F:21])[F:22])=[N:10][CH:11]=[C:12]([CH:16]=2)[C:13]([NH:33][CH2:32][C:30]2[O:29][N:28]=[C:27]([O:26][CH3:25])[CH:31]=2)=[O:14])=[CH:6][CH:7]=1, predict the reactants needed to synthesize it. The reactants are: [Cl:1][C:2]1[CH:7]=[CH:6][C:5]([C:8]2[C:9]([O:17][C@@H:18]([CH3:23])[C:19]([F:22])([F:21])[F:20])=[N:10][CH:11]=[C:12]([CH:16]=2)[C:13](O)=[O:14])=[CH:4][CH:3]=1.Cl.[CH3:25][O:26][C:27]1[CH:31]=[C:30]([CH2:32][NH2:33])[O:29][N:28]=1. (6) The reactants are: [NH2:1][C:2]1[CH:7]=[CH:6][C:5]([O:8][CH:9]2[CH2:12][CH2:11][CH2:10]2)=[CH:4][C:3]=1[C:13]1[CH:14]=[C:15]([CH:29]=[CH:30][N:31]=1)[C:16]([NH:18][C@@H:19]1[C:28]2[C:23](=[CH:24][CH:25]=[CH:26][CH:27]=2)[CH2:22][CH2:21][CH2:20]1)=[O:17].[CH3:32][C:33]([CH3:62])([O:35][C:36](=[O:61])[CH2:37][CH2:38][O:39][CH2:40][CH2:41][O:42][CH2:43][CH2:44][O:45][CH2:46][CH2:47][O:48][CH2:49][CH2:50][CH2:51][C:52]1[CH:53]=[C:54]([CH:58]=[CH:59][CH:60]=1)[C:55](O)=[O:56])[CH3:34].CCN(C(C)C)C(C)C.CN(C(ON1N=NC2C=CC=NC1=2)=[N+](C)C)C.F[P-](F)(F)(F)(F)F. Given the product [CH:9]1([O:8][C:5]2[CH:6]=[CH:7][C:2]([NH:1][C:55]([C:54]3[CH:53]=[C:52]([CH2:51][CH2:50][CH2:49][O:48][CH2:47][CH2:46][O:45][CH2:44][CH2:43][O:42][CH2:41][CH2:40][O:39][CH2:38][CH2:37][C:36]([O:35][C:33]([CH3:62])([CH3:34])[CH3:32])=[O:61])[CH:60]=[CH:59][CH:58]=3)=[O:56])=[C:3]([C:13]3[CH:14]=[C:15]([C:16](=[O:17])[NH:18][C@@H:19]4[C:28]5[C:23](=[CH:24][CH:25]=[CH:26][CH:27]=5)[CH2:22][CH2:21][CH2:20]4)[CH:29]=[CH:30][N:31]=3)[CH:4]=2)[CH2:12][CH2:11][CH2:10]1, predict the reactants needed to synthesize it.